From a dataset of Full USPTO retrosynthesis dataset with 1.9M reactions from patents (1976-2016). Predict the reactants needed to synthesize the given product. (1) Given the product [C:31]([C:27]1[CH:26]=[C:25]([NH:24][CH:20]([C:17]2[CH:16]=[CH:15][C:14]([CH2:13][CH2:12][NH:11][CH3:9])=[CH:19][CH:18]=2)[C:21]([OH:23])=[O:22])[CH:30]=[CH:29][CH:28]=1)(=[O:33])[NH2:32], predict the reactants needed to synthesize it. The reactants are: C(O[C:9]([N:11](C)[CH2:12][CH2:13][C:14]1[CH:19]=[CH:18][C:17]([CH:20]([NH:24][C:25]2[CH:30]=[CH:29][CH:28]=[C:27]([C:31](=[O:33])[NH2:32])[CH:26]=2)[C:21]([OH:23])=[O:22])=[CH:16][CH:15]=1)=O)C1C=CC=CC=1. (2) The reactants are: [Br:1][C:2]1[CH:3]=[CH:4][C:5]2[N:9]=[N:8][N:7]([CH2:10][C:11]3[CH:12]=[CH:13][C:14]4[N:15]([CH:17]=[C:18]([C:20](O)=[O:21])[N:19]=4)[N:16]=3)[C:6]=2[CH:23]=1.C(N(C(C)C)C(C)C)C.[N-:33]=[N+:34]=[N-:35].[Na+].C1CN([P+](ON2N=NC3C=CC=CC2=3)(N2CCCC2)N2CCCC2)CC1.F[P-](F)(F)(F)(F)F. Given the product [Br:1][C:2]1[CH:3]=[CH:4][C:5]2[N:9]=[N:8][N:7]([CH2:10][C:11]3[CH:12]=[CH:13][C:14]4[N:15]([CH:17]=[C:18]([C:20]([N:33]=[N+:34]=[N-:35])=[O:21])[N:19]=4)[N:16]=3)[C:6]=2[CH:23]=1, predict the reactants needed to synthesize it. (3) Given the product [O:1]1[CH2:5][CH2:4][O:3][CH:2]1[C:6]1[CH:11]=[CH:10][C:9]([NH:12][C:23]([C:25]2[CH:26]=[C:27]([CH2:31][NH:32][C:33]([CH2:35][CH2:36][N:37]3[CH2:38][CH2:39][CH:40]([O:43][C:44](=[O:58])[NH:45][C:46]4[CH:51]=[CH:50][CH:49]=[CH:48][C:47]=4[C:52]4[CH:57]=[CH:56][CH:55]=[CH:54][CH:53]=4)[CH2:41][CH2:42]3)=[O:34])[CH:28]=[CH:29][CH:30]=2)=[O:24])=[CH:8][CH:7]=1, predict the reactants needed to synthesize it. The reactants are: [O:1]1[CH2:5][CH2:4][O:3][CH:2]1[C:6]1[CH:11]=[CH:10][C:9]([NH2:12])=[CH:8][CH:7]=1.C(N(CC)C(C)C)(C)C.Cl[C:23]([C:25]1[CH:26]=[C:27]([CH2:31][NH:32][C:33]([CH2:35][CH2:36][N:37]2[CH2:42][CH2:41][CH:40]([O:43][C:44](=[O:58])[NH:45][C:46]3[CH:51]=[CH:50][CH:49]=[CH:48][C:47]=3[C:52]3[CH:57]=[CH:56][CH:55]=[CH:54][CH:53]=3)[CH2:39][CH2:38]2)=[O:34])[CH:28]=[CH:29][CH:30]=1)=[O:24].C(=O)(O)[O-].[Na+].